This data is from Catalyst prediction with 721,799 reactions and 888 catalyst types from USPTO. The task is: Predict which catalyst facilitates the given reaction. (1) Reactant: Cl.[O:2]1CCOCC1.C([C:12](=[O:25])[CH2:13][N:14]1[CH2:19][CH2:18][CH:17]([C:20]([O:22][CH2:23][CH3:24])=[O:21])[CH2:16][CH2:15]1)(C)(C)C. Product: [CH2:23]([O:22][C:20]([CH:17]1[CH2:16][CH2:15][N:14]([CH2:13][C:12]([OH:25])=[O:2])[CH2:19][CH2:18]1)=[O:21])[CH3:24]. The catalyst class is: 12. (2) Reactant: [CH3:1][N:2]1[CH2:7][CH2:6][N:5]([C:8]2[CH:9]=[C:10]([S:14]([C:17]3[CH:18]=[C:19]([C:24]#[N:25])[S:20][C:21]=3[S:22][CH3:23])(=[O:16])=[O:15])[CH:11]=[CH:12][CH:13]=2)[CH2:4][CH2:3]1.[CH3:26][O-:27].[Na+]. Product: [CH3:26][O:27][C:24]([C:19]1[S:20][C:21]([S:22][CH3:23])=[C:17]([S:14]([C:10]2[CH:11]=[CH:12][CH:13]=[C:8]([N:5]3[CH2:4][CH2:3][N:2]([CH3:1])[CH2:7][CH2:6]3)[CH:9]=2)(=[O:16])=[O:15])[CH:18]=1)=[NH:25]. The catalyst class is: 72. (3) Product: [Cl:1][C:2]1[CH:7]=[CH:6][C:5]([C:8]2[CH:13]=[CH:12][CH:11]=[C:10]([O:14][CH2:36][CH2:35][N:33]([CH3:34])[CH3:32])[C:9]=2[CH2:15][N:16]2[CH2:17][CH2:18][N:19]([C:22]([O:24][C:25]([CH3:28])([CH3:27])[CH3:26])=[O:23])[CH2:20][CH2:21]2)=[CH:4][CH:3]=1. The catalyst class is: 42. Reactant: [Cl:1][C:2]1[CH:7]=[CH:6][C:5]([C:8]2[CH:13]=[CH:12][CH:11]=[C:10]([OH:14])[C:9]=2[CH2:15][N:16]2[CH2:21][CH2:20][N:19]([C:22]([O:24][C:25]([CH3:28])([CH3:27])[CH3:26])=[O:23])[CH2:18][CH2:17]2)=[CH:4][CH:3]=1.[H-].[Na+].Cl.[CH3:32][N:33]([CH2:35][CH2:36]Cl)[CH3:34]. (4) Reactant: [C:1]([NH:4][C:5]1[C:10]2[O:11][CH2:12][O:13][C:9]=2[C:8]([C:14]([O:16][CH3:17])=[O:15])=[CH:7][CH:6]=1)(=[O:3])[CH3:2].C1C(=O)N([Cl:25])C(=O)C1. Product: [C:1]([NH:4][C:5]1[C:10]2[O:11][CH2:12][O:13][C:9]=2[C:8]([C:14]([O:16][CH3:17])=[O:15])=[CH:7][C:6]=1[Cl:25])(=[O:3])[CH3:2]. The catalyst class is: 10. (5) Reactant: [Cl:1][C:2]1[CH:3]=[C:4]([C:8]2[CH:20]=[CH:19][C:11]([C:12]([O:14]C(C)(C)C)=[O:13])=[C:10]([NH:21][C:22](=[O:31])[C:23]3[CH:28]=[CH:27][CH:26]=[C:25]([CH3:29])[C:24]=3[CH3:30])[CH:9]=2)[CH:5]=[CH:6][CH:7]=1. Product: [Cl:1][C:2]1[CH:3]=[C:4]([C:8]2[CH:20]=[CH:19][C:11]([C:12]([OH:14])=[O:13])=[C:10]([NH:21][C:22](=[O:31])[C:23]3[CH:28]=[CH:27][CH:26]=[C:25]([CH3:29])[C:24]=3[CH3:30])[CH:9]=2)[CH:5]=[CH:6][CH:7]=1. The catalyst class is: 55. (6) Reactant: FC(F)(F)C(O)=O.C(OC([N:15]1[CH2:20][C:19](=[O:21])[N:18]([C:22]2[CH:27]=[CH:26][CH:25]=[CH:24][CH:23]=2)[CH2:17][C:16]1([CH3:29])[CH3:28])=O)(C)(C)C. Product: [CH3:28][C:16]1([CH3:29])[CH2:17][N:18]([C:22]2[CH:27]=[CH:26][CH:25]=[CH:24][CH:23]=2)[C:19](=[O:21])[CH2:20][NH:15]1. The catalyst class is: 2.